Dataset: Full USPTO retrosynthesis dataset with 1.9M reactions from patents (1976-2016). Task: Predict the reactants needed to synthesize the given product. (1) Given the product [CH2:19]([N:12]1[C:13]2[C:9](=[CH:8][CH:7]=[CH:6][C:5]=2[CH:3]=[CH2:4])[CH:10]=[CH:11]1)[CH2:18][CH2:17][CH:16]=[CH2:15], predict the reactants needed to synthesize it. The reactants are: [H-].[Na+].[CH:3]([C:5]1[CH:6]=[CH:7][CH:8]=[C:9]2[C:13]=1[NH:12][CH:11]=[CH:10]2)=[CH2:4].Br[CH2:15][CH2:16][CH2:17][CH:18]=[CH2:19].O. (2) Given the product [CH3:26][O:25][C:13]1[CH:14]=[CH:15][C:16]([S:18]([C:21]([F:24])([F:22])[F:23])(=[O:20])=[O:19])=[CH:17][C:12]=1[S:9]([NH:8][C:3]1[CH:4]=[CH:5][CH:6]=[CH:7][C:2]=1[NH:1][S:36]([C:33]1[S:32][C:31]2[CH:40]=[CH:41][C:28]([Cl:27])=[CH:29][C:30]=2[C:34]=1[CH3:35])(=[O:38])=[O:37])(=[O:10])=[O:11], predict the reactants needed to synthesize it. The reactants are: [NH2:1][C:2]1[CH:7]=[CH:6][CH:5]=[CH:4][C:3]=1[NH:8][S:9]([C:12]1[CH:17]=[C:16]([S:18]([C:21]([F:24])([F:23])[F:22])(=[O:20])=[O:19])[CH:15]=[CH:14][C:13]=1[O:25][CH3:26])(=[O:11])=[O:10].[Cl:27][C:28]1[CH:41]=[CH:40][C:31]2[S:32][C:33]([S:36](Cl)(=[O:38])=[O:37])=[C:34]([CH3:35])[C:30]=2[CH:29]=1.